Dataset: Full USPTO retrosynthesis dataset with 1.9M reactions from patents (1976-2016). Task: Predict the reactants needed to synthesize the given product. (1) Given the product [NH2:1][C:2]1[CH:3]=[C:4]([C:8]2[C:9]3[CH:36]=[C:35]([Cl:37])[CH:34]=[CH:33][C:10]=3[NH:11][C:12](=[O:23])[CH:13]([CH2:15][C:16]3[CH:21]=[CH:20][CH:19]=[CH:18][C:17]=3[Cl:22])[N:14]=2)[CH:5]=[N:6][CH:7]=1, predict the reactants needed to synthesize it. The reactants are: [NH2:1][C:2]1[CH:3]=[C:4]([C:8]2[C:9]3[CH:36]=[C:35]([Cl:37])[CH:34]=[CH:33][C:10]=3[N:11](CC3C=CC(OC)=CC=3)[C:12](=[O:23])[CH:13]([CH2:15][C:16]3[CH:21]=[CH:20][CH:19]=[CH:18][C:17]=3[Cl:22])[N:14]=2)[CH:5]=[N:6][CH:7]=1.[Cl-].[Al+3].[Cl-].[Cl-]. (2) Given the product [OH:8][CH2:9][CH2:10][C@H:11]([NH:13][C:14](=[O:33])[C:15]1[CH:16]=[CH:17][C:18]([C:21]2[C:22]([C:27]3[CH:32]=[CH:31][CH:30]=[CH:29][CH:28]=3)=[N:23][O:24][C:25]=2[CH3:26])=[CH:19][CH:20]=1)[CH3:12], predict the reactants needed to synthesize it. The reactants are: O=C1CCC(=O)N1[O:8][C:9](=O)[CH2:10][C@H:11]([NH:13][C:14](=[O:33])[C:15]1[CH:20]=[CH:19][C:18]([C:21]2[C:22]([C:27]3[CH:32]=[CH:31][CH:30]=[CH:29][CH:28]=3)=[N:23][O:24][C:25]=2[CH3:26])=[CH:17][CH:16]=1)[CH3:12].[BH4-].[Na+].[Cl-].[NH4+]. (3) Given the product [S:6]1[CH:2]=[CH:3][CH:4]=[C:5]1[C:7]1([C:12]2[N:16]3[CH2:17][CH2:18][NH:19][CH2:20][CH2:21][C:15]3=[N:14][N:13]=2)[CH2:8][CH2:9][CH2:10][CH2:11]1, predict the reactants needed to synthesize it. The reactants are: Cl[C:2]1[S:6][C:5]([C:7]2([C:12]3[N:16]4[CH2:17][CH2:18][N:19](C(OCC5C=CC=CC=5)=O)[CH2:20][CH2:21][C:15]4=[N:14][N:13]=3)[CH2:11][CH2:10][CH2:9][CH2:8]2)=[CH:4][CH:3]=1.